This data is from Full USPTO retrosynthesis dataset with 1.9M reactions from patents (1976-2016). The task is: Predict the reactants needed to synthesize the given product. (1) Given the product [Br:1][C:2]1[C:3]([O:11][CH2:20][CH:19]=[CH2:18])=[CH:4][C:5]([Cl:10])=[C:6]([CH:9]=1)[CH:7]=[O:8], predict the reactants needed to synthesize it. The reactants are: [Br:1][C:2]1[C:3]([OH:11])=[CH:4][C:5]([Cl:10])=[C:6]([CH:9]=1)[CH:7]=[O:8].C(=O)([O-])[O-].[K+].[K+].[CH2:18](Br)[CH:19]=[CH2:20].Cl. (2) The reactants are: Br[C:2]1[S:3][C:4]([C:22]2[CH:27]=[CH:26][N:25]=[C:24]([S:28][CH3:29])[N:23]=2)=[C:5]([C:7]2[C:8]([F:21])=[C:9]([NH:14][C:15](=[O:20])[C:16]([CH3:19])([CH3:18])[CH3:17])[CH:10]=[C:11]([Cl:13])[CH:12]=2)[N:6]=1.[CH:30]1(B(O)O)[CH2:32][CH2:31]1.P([O-])([O-])([O-])=O.[K+].[K+].[K+].C1(P(C2CCCCC2)C2CCCCC2)CCCCC1. Given the product [Cl:13][C:11]1[CH:12]=[C:7]([C:5]2[N:6]=[C:2]([CH:30]3[CH2:32][CH2:31]3)[S:3][C:4]=2[C:22]2[CH:27]=[CH:26][N:25]=[C:24]([S:28][CH3:29])[N:23]=2)[C:8]([F:21])=[C:9]([NH:14][C:15](=[O:20])[C:16]([CH3:19])([CH3:18])[CH3:17])[CH:10]=1, predict the reactants needed to synthesize it. (3) Given the product [Cl:1][C:2]1[CH:7]=[CH:6][CH:5]=[CH:4][C:3]=1[C:8]1[N:13]=[C:12]([O:14][CH3:15])[C:11]([N+:16]([O-:18])=[O:17])=[C:10]([NH:19][C:32]([C:28]2[N:29]([CH3:31])[N:30]=[C:26]([C:22]([CH3:24])([CH3:23])[CH3:25])[C:27]=2[Cl:35])=[O:33])[CH:9]=1, predict the reactants needed to synthesize it. The reactants are: [Cl:1][C:2]1[CH:7]=[CH:6][CH:5]=[CH:4][C:3]=1[C:8]1[N:13]=[C:12]([O:14][CH3:15])[C:11]([N+:16]([O-:18])=[O:17])=[C:10]([NH2:19])[CH:9]=1.[H-].[Na+].[C:22]([C:26]1[C:27]([Cl:35])=[C:28]([C:32](O)=[O:33])[N:29]([CH3:31])[N:30]=1)([CH3:25])([CH3:24])[CH3:23].C(Cl)(=O)C(Cl)=O. (4) Given the product [CH3:49][C:43]1([CH3:50])[CH2:42][C:41]2[S:40][C:39]3[C:38](=[O:51])[N:37]([C:33]4[C:32]([CH:52]=[O:53])=[C:31]([C:17]5[CH:18]=[C:13]([NH:12][C:10]6[CH:11]=[C:4]7[CH2:3][N:2]([CH3:1])[C:7](=[O:8])[CH2:6][N:5]7[N:9]=6)[C:14](=[O:29])[N:15]([CH3:28])[CH:16]=5)[CH:36]=[CH:35][N:34]=4)[CH2:48][CH2:47][C:46]=3[C:45]=2[CH2:44]1, predict the reactants needed to synthesize it. The reactants are: [CH3:1][N:2]1[C:7](=[O:8])[CH2:6][N:5]2[N:9]=[C:10]([NH:12][C:13]3[C:14](=[O:29])[N:15]([CH3:28])[CH:16]=[C:17](B4OC(C)(C)C(C)(C)O4)[CH:18]=3)[CH:11]=[C:4]2[CH2:3]1.Cl[C:31]1[CH:36]=[CH:35][N:34]=[C:33]([N:37]2[CH2:48][CH2:47][C:46]3[C:45]4[CH2:44][C:43]([CH3:50])([CH3:49])[CH2:42][C:41]=4[S:40][C:39]=3[C:38]2=[O:51])[C:32]=1[CH:52]=[O:53].[O-]P([O-])([O-])=O.[K+].[K+].[K+].C([O-])(=O)C.[Na+]. (5) The reactants are: CN(C(ON1N=NC2C=CC=NC1=2)=[N+](C)C)C.F[P-](F)(F)(F)(F)F.[Cl:25][C:26]1[N:30]2[CH:31]=[C:32]([C:39]3[CH:43]=[CH:42][O:41][CH:40]=3)[CH:33]=[C:34]([C:35]([F:38])([F:37])[F:36])[C:29]2=[N:28][C:27]=1[C:44]([N:46]1[CH2:50][CH:49]([C:51]2[CH:56]=[CH:55][CH:54]=[CH:53][CH:52]=2)[CH:48]([C:57](O)=[O:58])[CH2:47]1)=[O:45].[CH3:60][N:61]([CH3:65])[CH2:62][CH2:63][NH2:64]. Given the product [CH3:60][N:61]([CH3:65])[CH2:62][CH2:63][NH:64][C:57]([CH:48]1[CH:49]([C:51]2[CH:52]=[CH:53][CH:54]=[CH:55][CH:56]=2)[CH2:50][N:46]([C:44]([C:27]2[N:28]=[C:29]3[C:34]([C:35]([F:36])([F:38])[F:37])=[CH:33][C:32]([C:39]4[CH:43]=[CH:42][O:41][CH:40]=4)=[CH:31][N:30]3[C:26]=2[Cl:25])=[O:45])[CH2:47]1)=[O:58], predict the reactants needed to synthesize it.